From a dataset of Retrosynthesis with 50K atom-mapped reactions and 10 reaction types from USPTO. Predict the reactants needed to synthesize the given product. (1) Given the product COC(=O)c1ccccc1S(=O)(=O)c1ccc2c(ccc(-c3ccc(F)cc3)[n+]2[O-])c1, predict the reactants needed to synthesize it. The reactants are: COC(=O)c1ccccc1S(=O)(=O)c1ccc2nc(-c3ccc(F)cc3)ccc2c1.[OH-]. (2) Given the product CS(=O)(=O)OCCC#Cc1cccc(CF)n1, predict the reactants needed to synthesize it. The reactants are: CS(=O)(=O)Cl.OCCC#Cc1cccc(CF)n1. (3) The reactants are: Cc1nc(N)sc1S(=O)(=O)NCCO.O=C(O)c1cnn2c(C(F)(F)F)cc(-c3ccc(C(F)(F)F)cc3)nc12. Given the product Cc1nc(NC(=O)c2cnn3c(C(F)(F)F)cc(-c4ccc(C(F)(F)F)cc4)nc23)sc1S(=O)(=O)NCCO, predict the reactants needed to synthesize it. (4) Given the product CC(C)(C)OC(=O)N1Cc2cc(NC(=O)c3ccccc3N)ccc2C(C)(C)C1, predict the reactants needed to synthesize it. The reactants are: CC(C)(C)OC(=O)N1Cc2cc(N)ccc2C(C)(C)C1.Nc1ccccc1C(=O)O. (5) Given the product CCN1CCC(n2cc(CNc3cc(Cl)c4ncc(C#N)c(Nc5ccc(F)c(Cl)c5)c4c3)nn2)CC1, predict the reactants needed to synthesize it. The reactants are: CC=O.N#Cc1cnc2c(Cl)cc(NCc3cn(C4CCNCC4)nn3)cc2c1Nc1ccc(F)c(Cl)c1. (6) Given the product NC(=O)[C@H]1CCCN1c1ncnc(Nc2cccc(CS(N)(=O)=O)c2)n1, predict the reactants needed to synthesize it. The reactants are: NC(=O)[C@H]1CCCN1.NS(=O)(=O)Cc1cccc(Nc2ncnc(Cl)n2)c1.